This data is from Peptide-MHC class I binding affinity with 185,985 pairs from IEDB/IMGT. The task is: Regression. Given a peptide amino acid sequence and an MHC pseudo amino acid sequence, predict their binding affinity value. This is MHC class I binding data. (1) The peptide sequence is LGEDGCWYGM. The MHC is HLA-A32:01 with pseudo-sequence HLA-A32:01. The binding affinity (normalized) is 0. (2) The peptide sequence is VSLLRSTSQK. The MHC is HLA-A68:01 with pseudo-sequence HLA-A68:01. The binding affinity (normalized) is 0.191. (3) The peptide sequence is SMDVLAEKK. The MHC is HLA-A03:01 with pseudo-sequence HLA-A03:01. The binding affinity (normalized) is 0.370. (4) The peptide sequence is FSYNVAYAI. The MHC is HLA-B39:01 with pseudo-sequence HLA-B39:01. The binding affinity (normalized) is 0.432. (5) The peptide sequence is NDTSSTVLF. The MHC is HLA-A02:03 with pseudo-sequence HLA-A02:03. The binding affinity (normalized) is 0.